The task is: Regression. Given a peptide amino acid sequence and an MHC pseudo amino acid sequence, predict their binding affinity value. This is MHC class I binding data.. This data is from Peptide-MHC class I binding affinity with 185,985 pairs from IEDB/IMGT. The peptide sequence is YYLEKANKI. The MHC is HLA-C04:01 with pseudo-sequence HLA-C04:01. The binding affinity (normalized) is 0.0847.